Dataset: Full USPTO retrosynthesis dataset with 1.9M reactions from patents (1976-2016). Task: Predict the reactants needed to synthesize the given product. (1) Given the product [CH:1]([CH:4]1[C:12]2[C:7](=[CH:8][CH:9]=[C:10]([NH:13][C:18](=[O:20])[CH3:19])[CH:11]=2)[N:6]([CH3:16])[C:5]1=[O:17])([CH3:3])[CH3:2], predict the reactants needed to synthesize it. The reactants are: [CH:1]([CH:4]1[C:12]2[C:7](=[CH:8][CH:9]=[C:10]([N+:13]([O-])=O)[CH:11]=2)[N:6]([CH3:16])[C:5]1=[O:17])([CH3:3])[CH3:2].[C:18](O)(=[O:20])[CH3:19]. (2) Given the product [CH3:16][S:17][C:2]1[CH:9]=[C:8]([C:10]2[CH:15]=[CH:14][CH:13]=[CH:12][CH:11]=2)[CH:7]=[CH:6][C:3]=1[CH:4]=[O:5], predict the reactants needed to synthesize it. The reactants are: F[C:2]1[CH:9]=[C:8]([C:10]2[CH:15]=[CH:14][CH:13]=[CH:12][CH:11]=2)[CH:7]=[CH:6][C:3]=1[CH:4]=[O:5].[CH3:16][S-:17].[Na+]. (3) Given the product [C:1]([O:5][C:6]([N:8]1[CH2:13][CH2:12][N:11]([CH2:14][CH2:19][CH2:47][C:44]2[C:45](=[O:46])[N:40]([CH2:39][C:38]3[CH:64]=[CH:65][C:35]([F:34])=[CH:36][CH:37]=3)[N:41]=[C:42]([C:55]3[CH:60]=[CH:59][C:58]([O:61][CH3:62])=[C:57]([F:63])[CH:56]=3)[CH:43]=2)[CH2:10][CH2:9]1)=[O:7])([CH3:4])([CH3:3])[CH3:2], predict the reactants needed to synthesize it. The reactants are: [C:1]([O:5][C:6]([N:8]1[CH2:13][CH2:12][N:11]([C:14]2C(=O)N(CC(C)C)N=C(C3C=CC(C)=C(F)C=3)[C:19]=2C)[CH2:10][CH2:9]1)=[O:7])([CH3:4])([CH3:3])[CH3:2].[F:34][C:35]1[CH:65]=[CH:64][C:38]([CH2:39][N:40]2[C:45](=[O:46])[C:44]([CH2:47]CCOS(C)(=O)=O)=[CH:43][C:42]([C:55]3[CH:60]=[CH:59][C:58]([O:61][CH3:62])=[C:57]([F:63])[CH:56]=3)=[N:41]2)=[CH:37][CH:36]=1.N1(C(OC(C)(C)C)=O)CCNCC1.